Dataset: Reaction yield outcomes from USPTO patents with 853,638 reactions. Task: Predict the reaction yield, written as a fraction of the theoretical maximum amount of product (1.0 means a 100% yield; for example, 0.34 means a 34% yield). (1) The reactants are [CH3:1][O:2][C:3](=[O:15])[C:4]1[C:5](=[C:10](I)[CH:11]=[CH:12][CH:13]=1)[C:6]([O:8][CH3:9])=[O:7].[CH3:16][O:17][C:18]1[CH:24]=[CH:23][C:22]([O:25][CH3:26])=[CH:21][C:19]=1[NH2:20].C1C=CC(P(C2C(C3C(P(C4C=CC=CC=4)C4C=CC=CC=4)=CC=C4C=3C=CC=C4)=C3C(C=CC=C3)=CC=2)C2C=CC=CC=2)=CC=1.C(=O)([O-])[O-].[Cs+].[Cs+]. The catalyst is C1(C)C=CC=CC=1.C(Cl)Cl.C1C=CC(/C=C/C(/C=C/C2C=CC=CC=2)=O)=CC=1.C1C=CC(/C=C/C(/C=C/C2C=CC=CC=2)=O)=CC=1.C1C=CC(/C=C/C(/C=C/C2C=CC=CC=2)=O)=CC=1.[Pd].[Pd]. The product is [CH3:1][O:2][C:3](=[O:15])[C:4]1[C:5](=[C:10]([NH:20][C:19]2[CH:21]=[C:22]([O:25][CH3:26])[CH:23]=[CH:24][C:18]=2[O:17][CH3:16])[CH:11]=[CH:12][CH:13]=1)[C:6]([O:8][CH3:9])=[O:7]. The yield is 0.680. (2) The reactants are [Cl:1][C:2]1[CH:3]=[C:4](B(O)O)[CH:5]=[N:6][CH:7]=1.FC(F)(F)S(O[C:17]1[C@@:21]2([CH3:37])[CH2:22][CH2:23][C@H:24]3[C@H:33]([C@@H:20]2[CH2:19][CH:18]=1)[CH2:32][CH:31]=[C:30]1[C@:25]3([CH3:36])[CH2:26][CH2:27][C:28](=[O:35])[N:29]1[CH3:34])(=O)=O. The catalyst is O1CCOCC1.Cl[Pd](Cl)([P](C1C=CC=CC=1)(C1C=CC=CC=1)C1C=CC=CC=1)[P](C1C=CC=CC=1)(C1C=CC=CC=1)C1C=CC=CC=1. The product is [Cl:1][C:2]1[CH:3]=[C:4]([C:17]2[C@@:21]3([CH3:37])[CH2:22][CH2:23][C@H:24]4[C@H:33]([C@@H:20]3[CH2:19][CH:18]=2)[CH2:32][CH:31]=[C:30]2[C@:25]4([CH3:36])[CH2:26][CH2:27][C:28](=[O:35])[N:29]2[CH3:34])[CH:5]=[N:6][CH:7]=1. The yield is 0.460. (3) The reactants are [NH2:1][CH:2]1[CH2:7][N:6]([C:8]([O:10][C:11]([CH3:14])([CH3:13])[CH3:12])=[O:9])[CH2:5][CH:4]=[C:3]1[C:15]1[CH:20]=[CH:19][C:18]([F:21])=[CH:17][CH:16]=1.C(N(CC)CC)C.[C:29](OC(=O)C)(=[O:31])[CH3:30]. The catalyst is CN(C)C1C=CN=CC=1.O1CCCC1. The product is [C:29]([NH:1][CH:2]1[CH2:7][N:6]([C:8]([O:10][C:11]([CH3:14])([CH3:13])[CH3:12])=[O:9])[CH2:5][CH:4]=[C:3]1[C:15]1[CH:16]=[CH:17][C:18]([F:21])=[CH:19][CH:20]=1)(=[O:31])[CH3:30]. The yield is 0.870. (4) The reactants are [NH2:1][C:2]([C:6]1[CH:11]=[CH:10][CH:9]=[CH:8][N:7]=1)=[CH:3][C:4]#[N:5].NC1C=C(C2OC=CC=2)N=[C:15]([SH:24])[N:14]=1. No catalyst specified. The product is [NH2:5][C:4]1[CH:3]=[C:2]([C:6]2[CH:11]=[CH:10][CH:9]=[CH:8][N:7]=2)[N:1]=[C:15]([SH:24])[N:14]=1. The yield is 0.800.